From a dataset of Full USPTO retrosynthesis dataset with 1.9M reactions from patents (1976-2016). Predict the reactants needed to synthesize the given product. (1) Given the product [NH2:48][C:50]1[N:51]=[C:52]([C@:55]23[CH2:64][O:63][C@@H:62]([CH3:65])[CH2:61][C@H:60]2[CH2:59][S:58][C:57]([NH:66][C:67](=[O:74])[C:68]2[CH:73]=[CH:72][CH:71]=[CH:70][CH:69]=2)=[N:56]3)[S:53][CH:54]=1, predict the reactants needed to synthesize it. The reactants are: CC(C)([O-])C.[Na+].C(P(C(C)(C)C)C1C=CC=CC=1C1C(C(C)C)=CC(C(C)C)=CC=1C(C)C)(C)(C)C.COC1C=C(OC)C=CC=1C[NH2:48].Br[C:50]1[N:51]=[C:52]([C@:55]23[CH2:64][O:63][C@@H:62]([CH3:65])[CH2:61][C@H:60]2[CH2:59][S:58][C:57]([NH:66][C:67](=[O:74])[C:68]2[CH:73]=[CH:72][CH:71]=[CH:70][CH:69]=2)=[N:56]3)[S:53][CH:54]=1.Cl. (2) The reactants are: Cl[C:2]1[C:7]2=[CH:8][C:9]3[C:14]([N:6]2[N:5]=[C:4]([S:15][CH3:16])[N:3]=1)=[CH:13][CH:12]=[CH:11][CH:10]=3.[BH4-].[Na+]. Given the product [CH3:16][S:15][C:4]1[NH:3][CH2:2][C:7]2=[CH:8][C:9]3[C:14]([N:6]2[N:5]=1)=[CH:13][CH:12]=[CH:11][CH:10]=3, predict the reactants needed to synthesize it.